This data is from Forward reaction prediction with 1.9M reactions from USPTO patents (1976-2016). The task is: Predict the product of the given reaction. Given the reactants [N+:1]([C:4]1[CH:9]=[CH:8][C:7]([Cl:10])=[C:6](CCl)[CH:5]=1)([O-:3])=[O:2].[Cl:13][C:14]1C=CC=CC=1CCl.[N+]([O-])(O)=O, predict the reaction product. The product is: [N+:1]([C:4]1[CH:5]=[CH:6][C:7]([Cl:10])=[CH:8][C:9]=1[CH2:14][Cl:13])([O-:3])=[O:2].